From a dataset of Full USPTO retrosynthesis dataset with 1.9M reactions from patents (1976-2016). Predict the reactants needed to synthesize the given product. Given the product [CH3:9][CH:10]([CH3:13])[C:11]#[C:12][C:2]1[CH:8]=[CH:7][CH:6]=[CH:5][C:3]=1[NH2:4], predict the reactants needed to synthesize it. The reactants are: I[C:2]1[CH:8]=[CH:7][CH:6]=[CH:5][C:3]=1[NH2:4].[CH3:9][CH:10]([CH3:13])[C:11]#[CH:12].